This data is from Forward reaction prediction with 1.9M reactions from USPTO patents (1976-2016). The task is: Predict the product of the given reaction. (1) Given the reactants FC1C=CC(C2CCOCC=2C(OC)=O)=CC=1.[F:18][C:19]1[CH:24]=[CH:23][C:22]([C:25]2[CH2:26][N:27]([C:36]([O:38][C:39]([CH3:42])([CH3:41])[CH3:40])=[O:37])[CH2:28][CH2:29][C:30]=2[C:31]([O:33][CH2:34][CH3:35])=[O:32])=[CH:21][CH:20]=1, predict the reaction product. The product is: [F:18][C:19]1[CH:20]=[CH:21][C:22]([C@H:25]2[C@@H:30]([C:31]([O:33][CH2:34][CH3:35])=[O:32])[CH2:29][CH2:28][N:27]([C:36]([O:38][C:39]([CH3:40])([CH3:42])[CH3:41])=[O:37])[CH2:26]2)=[CH:23][CH:24]=1. (2) Given the reactants C([O-])([O-])=O.[Na+].[Na+].[Cl:7][C:8]1[CH:24]=[CH:23][C:11]([C:12]([NH:14][C:15]2[CH:20]=[CH:19][CH:18]=[CH:17][C:16]=2[O:21][CH3:22])=[O:13])=[CH:10][C:9]=1B1OC(C)(C)C(C)(C)O1.Br[C:35]1[C:40]([Cl:41])=[CH:39][C:38]([Cl:42])=[CH:37][N:36]=1, predict the reaction product. The product is: [Cl:7][C:8]1[CH:24]=[CH:23][C:11]([C:12]([NH:14][C:15]2[CH:20]=[CH:19][CH:18]=[CH:17][C:16]=2[O:21][CH3:22])=[O:13])=[CH:10][C:9]=1[C:35]1[C:40]([Cl:41])=[CH:39][C:38]([Cl:42])=[CH:37][N:36]=1. (3) Given the reactants [Br:1]N1C(=O)CCC1=O.[CH3:9][C:10]1([CH3:24])[C:14]([CH3:16])([CH3:15])[O:13][B:12]([C:17]2[C:18]([NH2:23])=[N:19][CH:20]=[CH:21][CH:22]=2)[O:11]1.O, predict the reaction product. The product is: [Br:1][C:21]1[CH:22]=[C:17]([B:12]2[O:11][C:10]([CH3:24])([CH3:9])[C:14]([CH3:15])([CH3:16])[O:13]2)[C:18]([NH2:23])=[N:19][CH:20]=1. (4) The product is: [CH3:16][N:14]1[CH2:13][C@@H:10]2[C@@H:9]([N:8]([C:5]3[CH:6]=[CH:7][C:2]([C:22]4[CH:23]=[CH:24][C:19]([C:17]#[N:18])=[CH:20][CH:21]=4)=[CH:3][CH:4]=3)[CH2:12][CH2:11]2)[CH2:15]1. Given the reactants Br[C:2]1[CH:7]=[CH:6][C:5]([N:8]2[CH2:12][CH2:11][C@@H:10]3[CH2:13][N:14]([CH3:16])[CH2:15][C@H:9]23)=[CH:4][CH:3]=1.[C:17]([C:19]1[CH:24]=[CH:23][C:22](B(O)O)=[CH:21][CH:20]=1)#[N:18].C1(P(C2CCCCC2)C2C=CC=CC=2C2C=CC=CC=2)CCCCC1.P([O-])([O-])([O-])=O.[K+].[K+].[K+], predict the reaction product. (5) Given the reactants Cl[CH2:2][CH2:3][CH2:4][CH2:5][CH2:6][N:7]1[C:15]([O:16][CH3:17])=[N:14][C:13]2[C:8]1=[N:9][C:10]([O:19][C@@H:20]([CH3:24])[CH2:21][CH2:22][CH3:23])=[N:11][C:12]=2[NH2:18].C(N(CC)CC)C.[NH:32]1[CH2:37][CH2:36][CH2:35][CH2:34][CH2:33]1, predict the reaction product. The product is: [CH3:24][C@H:20]([O:19][C:10]1[N:9]=[C:8]2[C:13]([N:14]=[C:15]([O:16][CH3:17])[N:7]2[CH2:6][CH2:5][CH2:4][CH2:3][CH2:2][N:32]2[CH2:37][CH2:36][CH2:35][CH2:34][CH2:33]2)=[C:12]([NH2:18])[N:11]=1)[CH2:21][CH2:22][CH3:23]. (6) Given the reactants C(Cl)(=O)C(Cl)=[O:3].[Cl:7][C:8]1[CH:17]=[C:16]2[C:11]([C:12]([C:34]3[CH:35]=[C:36]([CH:40]=[CH:41][CH:42]=3)C(O)=O)=[C:13]([CH2:19][C:20]([NH:22][C:23]3[CH:28]=[CH:27][C:26]([F:29])=[CH:25][C:24]=3[C:30]([F:33])([F:32])[F:31])=[O:21])[C:14](=[O:18])[O:15]2)=[CH:10][C:9]=1[CH3:43].C1[CH2:48][O:47][CH2:46][CH2:45]1, predict the reaction product. The product is: [Cl:7][C:8]1[CH:17]=[C:16]2[C:11]([C:12]([C:34]3[CH:35]=[C:36]([CH2:45][C:46]([O:47][CH3:48])=[O:3])[CH:40]=[CH:41][CH:42]=3)=[C:13]([CH2:19][C:20]([NH:22][C:23]3[CH:28]=[CH:27][C:26]([F:29])=[CH:25][C:24]=3[C:30]([F:31])([F:33])[F:32])=[O:21])[C:14](=[O:18])[O:15]2)=[CH:10][C:9]=1[CH3:43]. (7) The product is: [ClH:1].[ClH:1].[ClH:1].[NH2:31][C@H:27]1[CH2:28][CH2:29][CH2:30][N:25]([C:24]2[S:23][N:22]=[CH:21][C:20]=2[NH:19][C:16]2[N:14]3[N:15]=[C:10]([C:4]4[C:3]([F:2])=[CH:8][CH:7]=[CH:6][C:5]=4[F:9])[CH:11]=[CH:12][C:13]3=[CH:18][N:17]=2)[CH2:26]1. Given the reactants [ClH:1].[F:2][C:3]1[CH:8]=[CH:7][CH:6]=[C:5]([F:9])[C:4]=1[C:10]1[CH:11]=[CH:12][C:13]2[N:14]([C:16]([NH:19][C:20]3[CH:21]=[N:22][S:23][C:24]=3[N:25]3[CH2:30][CH2:29][CH2:28][C@H:27]([NH:31]C(=O)OC(C)(C)C)[CH2:26]3)=[N:17][CH:18]=2)[N:15]=1, predict the reaction product. (8) Given the reactants [Cl:1][C:2]1[CH:7]=[CH:6][C:5]([C:8]2[N:9]=[C:10]3[CH:15]=[CH:14][CH:13]=[CH:12][N:11]3[C:16]=2[CH2:17][N:18]2[CH:23]=[CH:22][C:21]([NH:24][CH2:25][CH3:26])=[N:20][C:19]2=[O:27])=[CH:4][CH:3]=1.Cl[C:29]1[CH:34]=CN(CC2N3C=CC=CC3=NC=2C2C=CC(Cl)=CC=2)C(=O)N=1.N1CCCC1, predict the reaction product. The product is: [Cl:1][C:2]1[CH:3]=[CH:4][C:5]([C:8]2[N:9]=[C:10]3[CH:15]=[CH:14][CH:13]=[CH:12][N:11]3[C:16]=2[CH2:17][N:18]2[CH:23]=[CH:22][C:21]([N:24]3[CH2:34][CH2:29][CH2:26][CH2:25]3)=[N:20][C:19]2=[O:27])=[CH:6][CH:7]=1.